From a dataset of Reaction yield outcomes from USPTO patents with 853,638 reactions. Predict the reaction yield, written as a fraction of the theoretical maximum amount of product (1.0 means a 100% yield; for example, 0.34 means a 34% yield). (1) The yield is 0.610. The reactants are Br[C:2]1[CH:7]=[CH:6][C:5](/[CH:8]=[CH:9]/[C:10]2[NH:11][CH:12]=[C:13]([C:15]3[CH:20]=[CH:19][C:18]([Cl:21])=[CH:17][C:16]=3[Cl:22])[N:14]=2)=[CH:4][CH:3]=1.[O:23]1[C:28]2[CH:29]=[CH:30][C:31](B(O)O)=[CH:32][C:27]=2[O:26][CH2:25][CH2:24]1. The product is [Cl:22][C:16]1[CH:17]=[C:18]([Cl:21])[CH:19]=[CH:20][C:15]=1[C:13]1[N:14]=[C:10](/[CH:9]=[CH:8]/[C:5]2[CH:6]=[CH:7][C:2]([C:31]3[CH:30]=[CH:29][C:28]4[O:23][CH2:24][CH2:25][O:26][C:27]=4[CH:32]=3)=[CH:3][CH:4]=2)[NH:11][CH:12]=1. No catalyst specified. (2) The yield is 0.600. The product is [I:12][C:9]1[CH:10]=[C:11]2[C:6](=[CH:7][CH:8]=1)[N:5]=[C:4]([CH3:13])[C:3]([S:14]([CH3:17])(=[O:16])=[O:15])=[C:2]2[N:21]1[CH2:22][CH2:23][CH2:24][C@@H:19]([OH:18])[CH2:20]1. The reactants are Cl[C:2]1[C:11]2[C:6](=[CH:7][CH:8]=[C:9]([I:12])[CH:10]=2)[N:5]=[C:4]([CH3:13])[C:3]=1[S:14]([CH3:17])(=[O:16])=[O:15].[OH:18][C@@H:19]1[CH2:24][CH2:23][CH2:22][NH:21][CH2:20]1.C(N(CC)C(C)C)(C)C. The catalyst is CN(C)C=O. (3) The reactants are C([NH:8][C@@H:9]([CH2:35][C@H:36]1[CH2:41][CH2:40][CH2:39][O:38][CH2:37]1)[CH2:10][NH:11][C:12]([N:14]1[CH2:19][CH2:18][CH2:17][C@@H:16]([C@H:20]([C:28]2[CH:33]=[CH:32][CH:31]=[C:30]([Cl:34])[CH:29]=2)[O:21][CH2:22][CH2:23][NH:24][C:25](=[O:27])[O-:26])[CH2:15]1)=[O:13])(OC(C)(C)C)=O.C(Cl)Cl.[C:45]([OH:51])([C:47]([F:50])([F:49])[F:48])=[O:46]. No catalyst specified. The product is [OH:51][C:45]([C:47]([F:50])([F:49])[F:48])=[O:46].[NH2:8][C@@H:9]([CH2:35][C@H:36]1[CH2:41][CH2:40][CH2:39][O:38][CH2:37]1)[CH2:10][NH:11][C:12]([N:14]1[CH2:19][CH2:18][CH2:17][C@@H:16]([C@H:20]([C:28]2[CH:33]=[CH:32][CH:31]=[C:30]([Cl:34])[CH:29]=2)[O:21][CH2:22][CH2:23][NH:24][C:25](=[O:26])[OH:27])[CH2:15]1)=[O:13]. The yield is 0.540. (4) The reactants are [OH:1][CH:2]([C:10]1[CH:15]=[C:14]([I:16])[N:13]([CH2:17][C:18]#[CH:19])[C:12](=[O:20])[C:11]=1[CH3:21])[CH2:3][C:4]1[CH:9]=[CH:8][CH:7]=[CH:6][CH:5]=1.CCN(CC)CC.Br[Si:30]([CH2:37][CH2:38][C:39]([F:63])([F:62])[C:40]([F:61])([F:60])[C:41]([F:59])([F:58])[C:42]([F:57])([F:56])[C:43]([F:55])([F:54])[C:44]([F:53])([F:52])[C:45]([F:51])([F:50])[C:46]([F:49])([F:48])[F:47])([CH:34]([CH3:36])[CH3:35])[CH:31]([CH3:33])[CH3:32]. The catalyst is C(Cl)Cl.CN(C)C1C=CN=CC=1. The product is [F:63][C:39]([F:62])([C:40]([F:60])([F:61])[C:41]([F:58])([F:59])[C:42]([F:56])([F:57])[C:43]([F:54])([F:55])[C:44]([F:52])([F:53])[C:45]([F:50])([F:51])[C:46]([F:47])([F:48])[F:49])[CH2:38][CH2:37][Si:30]([CH:34]([CH3:36])[CH3:35])([CH:31]([CH3:33])[CH3:32])[O:1][CH:2]([C:10]1[CH:15]=[C:14]([I:16])[N:13]([CH2:17][C:18]#[CH:19])[C:12](=[O:20])[C:11]=1[CH3:21])[CH2:3][C:4]1[CH:9]=[CH:8][CH:7]=[CH:6][CH:5]=1. The yield is 0.700. (5) The reactants are [Br:1][C:2]1[CH:8]=[C:7]([C:9]([F:15])([F:14])[C:10]([F:13])([F:12])[F:11])[CH:6]=[C:5]([C:16]([F:19])([F:18])[F:17])[C:3]=1[NH2:4].[N+:20]([C:23]1[CH:24]=[C:25]([CH:29]=[CH:30][CH:31]=1)[C:26](Cl)=[O:27])([O-:22])=[O:21].O.C(OCC)(=O)C. The catalyst is N1C=CC=CC=1. The product is [Br:1][C:2]1[CH:8]=[C:7]([C:9]([F:14])([F:15])[C:10]([F:13])([F:12])[F:11])[CH:6]=[C:5]([C:16]([F:17])([F:18])[F:19])[C:3]=1[NH:4][C:26](=[O:27])[C:25]1[CH:29]=[CH:30][CH:31]=[C:23]([N+:20]([O-:22])=[O:21])[CH:24]=1. The yield is 0.0600. (6) The reactants are [C:1]([O:5][C:6]([NH:8][CH:9]1[CH2:14][N:13]([C:15]([O:17][CH2:18][C:19]2[CH:24]=[CH:23][CH:22]=[CH:21][CH:20]=2)=[O:16])[CH2:12][CH:11]([C:25]([O:27]C)=[O:26])[CH2:10]1)=[O:7])([CH3:4])([CH3:3])[CH3:2].O[Li].O. The catalyst is CO.O. The product is [CH2:18]([O:17][C:15]([N:13]1[CH2:14][CH:9]([NH:8][C:6]([O:5][C:1]([CH3:3])([CH3:4])[CH3:2])=[O:7])[CH2:10][CH:11]([C:25]([OH:27])=[O:26])[CH2:12]1)=[O:16])[C:19]1[CH:20]=[CH:21][CH:22]=[CH:23][CH:24]=1. The yield is 0.950. (7) The reactants are [Si]([O:18][CH:19]1[CH2:22][N:21]([C:23]2[S:24][CH:25]=[C:26]([C:28](=[O:46])[NH:29][CH2:30][CH2:31][NH:32][C:33]([O:35][CH2:36][C:37]3[CH:42]=[CH:41][C:40]([N+:43]([O-:45])=[O:44])=[CH:39][CH:38]=3)=[O:34])[N:27]=2)[CH2:20]1)(C(C)(C)C)(C1C=CC=CC=1)C1C=CC=CC=1.C(O)(=O)C.[F-].C([N+](CCCC)(CCCC)CCCC)CCC. The catalyst is O1CCCC1. The product is [OH:18][CH:19]1[CH2:22][N:21]([C:23]2[S:24][CH:25]=[C:26]([C:28](=[O:46])[NH:29][CH2:30][CH2:31][NH:32][C:33]([O:35][CH2:36][C:37]3[CH:42]=[CH:41][C:40]([N+:43]([O-:45])=[O:44])=[CH:39][CH:38]=3)=[O:34])[N:27]=2)[CH2:20]1. The yield is 0.860. (8) The reactants are [Br:1][C:2]1[C:3](F)=[C:4]2[C:10]([NH:11][C:12](=[O:17])[C@H:13]([O:15][CH3:16])[CH3:14])=[CH:9][NH:8][C:5]2=[N:6][CH:7]=1.[NH:19]1[CH2:23][CH2:22][C@@H:21]([NH:24][C:25](=[O:31])[O:26][C:27]([CH3:30])([CH3:29])[CH3:28])[CH2:20]1.CC(N(C)C)=O. The catalyst is CCCCO. The product is [Br:1][C:2]1[C:3]([N:19]2[CH2:23][CH2:22][C@@H:21]([NH:24][C:25](=[O:31])[O:26][C:27]([CH3:29])([CH3:28])[CH3:30])[CH2:20]2)=[C:4]2[C:10]([NH:11][C:12](=[O:17])[C@H:13]([O:15][CH3:16])[CH3:14])=[CH:9][NH:8][C:5]2=[N:6][CH:7]=1. The yield is 0.610.